From a dataset of Full USPTO retrosynthesis dataset with 1.9M reactions from patents (1976-2016). Predict the reactants needed to synthesize the given product. (1) Given the product [C:49]([O:48][C:46]([N:42]1[CH2:43][CH2:44][CH2:45][CH:40]([O:21][C:19]2[CH:18]=[CH:17][C:15]3[C:16]4[N:10]([CH2:11][CH2:12][O:13][C:14]=3[CH:20]=2)[C:9]2[CH:22]=[C:23]([C:26]([O:28][CH3:29])=[O:27])[CH:24]=[CH:25][C:8]=2[C:7]=4[CH:1]2[CH2:2][CH2:3][CH2:4][CH2:5][CH2:6]2)[CH2:41]1)=[O:47])([CH3:52])([CH3:50])[CH3:51], predict the reactants needed to synthesize it. The reactants are: [CH:1]1([C:7]2[C:8]3[CH:25]=[CH:24][C:23]([C:26]([O:28][CH3:29])=[O:27])=[CH:22][C:9]=3[N:10]3[C:16]=2[C:15]2[CH:17]=[CH:18][C:19]([OH:21])=[CH:20][C:14]=2[O:13][CH2:12][CH2:11]3)[CH2:6][CH2:5][CH2:4][CH2:3][CH2:2]1.C1(C)C=CC(S(O[CH:40]2[CH2:45][CH2:44][CH2:43][N:42]([C:46]([O:48][C:49]([CH3:52])([CH3:51])[CH3:50])=[O:47])[CH2:41]2)(=O)=O)=CC=1.C(=O)([O-])[O-].[K+].[K+].O. (2) Given the product [Cl:16][C:17]1[N:22]=[CH:21][C:20]([CH:23]=[CH:24][C:25]([NH:2][CH2:3][C:4]2[CH:9]=[CH:8][C:7]([NH:10][S:11]([CH3:14])(=[O:13])=[O:12])=[C:6]([F:15])[CH:5]=2)=[O:26])=[C:19]([C:28]([F:31])([F:29])[F:30])[CH:18]=1, predict the reactants needed to synthesize it. The reactants are: Cl.[NH2:2][CH2:3][C:4]1[CH:9]=[CH:8][C:7]([NH:10][S:11]([CH3:14])(=[O:13])=[O:12])=[C:6]([F:15])[CH:5]=1.[Cl:16][C:17]1[N:22]=[CH:21][C:20]([CH:23]=[CH:24][C:25](O)=[O:26])=[C:19]([C:28]([F:31])([F:30])[F:29])[CH:18]=1.